This data is from NCI-60 drug combinations with 297,098 pairs across 59 cell lines. The task is: Regression. Given two drug SMILES strings and cell line genomic features, predict the synergy score measuring deviation from expected non-interaction effect. (1) Drug 1: C1CCN(CC1)CCOC2=CC=C(C=C2)C(=O)C3=C(SC4=C3C=CC(=C4)O)C5=CC=C(C=C5)O. Drug 2: C1CCC(C1)C(CC#N)N2C=C(C=N2)C3=C4C=CNC4=NC=N3. Cell line: HCT116. Synergy scores: CSS=4.82, Synergy_ZIP=1.62, Synergy_Bliss=2.49, Synergy_Loewe=-0.860, Synergy_HSA=-0.926. (2) Drug 1: CC1C(C(CC(O1)OC2CC(CC3=C2C(=C4C(=C3O)C(=O)C5=C(C4=O)C(=CC=C5)OC)O)(C(=O)C)O)N)O.Cl. Drug 2: CC1CCCC2(C(O2)CC(NC(=O)CC(C(C(=O)C(C1O)C)(C)C)O)C(=CC3=CSC(=N3)C)C)C. Cell line: OVCAR3. Synergy scores: CSS=18.9, Synergy_ZIP=-6.25, Synergy_Bliss=1.40, Synergy_Loewe=-1.36, Synergy_HSA=0.332. (3) Drug 1: CC(C1=C(C=CC(=C1Cl)F)Cl)OC2=C(N=CC(=C2)C3=CN(N=C3)C4CCNCC4)N. Drug 2: C1=C(C(=O)NC(=O)N1)F. Cell line: HS 578T. Synergy scores: CSS=42.0, Synergy_ZIP=7.29, Synergy_Bliss=9.29, Synergy_Loewe=4.61, Synergy_HSA=4.97. (4) Drug 1: CCC1=CC2CC(C3=C(CN(C2)C1)C4=CC=CC=C4N3)(C5=C(C=C6C(=C5)C78CCN9C7C(C=CC9)(C(C(C8N6C)(C(=O)OC)O)OC(=O)C)CC)OC)C(=O)OC.C(C(C(=O)O)O)(C(=O)O)O. Drug 2: CN(CC1=CN=C2C(=N1)C(=NC(=N2)N)N)C3=CC=C(C=C3)C(=O)NC(CCC(=O)O)C(=O)O. Cell line: PC-3. Synergy scores: CSS=48.9, Synergy_ZIP=-1.18, Synergy_Bliss=-1.72, Synergy_Loewe=-1.61, Synergy_HSA=4.12.